This data is from Forward reaction prediction with 1.9M reactions from USPTO patents (1976-2016). The task is: Predict the product of the given reaction. Given the reactants [NH2:1][C:2]1[C:3]([O:13][CH3:14])=[CH:4][C:5]([Cl:12])=[C:6]([CH:11]=1)[C:7]([O:9][CH3:10])=[O:8].CCN(CC)CC.[C:22](Cl)(=[O:24])[CH3:23], predict the reaction product. The product is: [C:22]([NH:1][C:2]1[C:3]([O:13][CH3:14])=[CH:4][C:5]([Cl:12])=[C:6]([CH:11]=1)[C:7]([O:9][CH3:10])=[O:8])(=[O:24])[CH3:23].